This data is from Reaction yield outcomes from USPTO patents with 853,638 reactions. The task is: Predict the reaction yield, written as a fraction of the theoretical maximum amount of product (1.0 means a 100% yield; for example, 0.34 means a 34% yield). (1) The catalyst is CCO. The reactants are [Cl:1][C:2]1[CH:3]=[CH:4][C:5]([NH2:8])=[N:6][CH:7]=1.Cl[CH2:10][C:11](=O)[CH2:12][C:13]([O:15][CH2:16][CH3:17])=[O:14]. The yield is 0.860. The product is [Cl:1][C:2]1[CH:3]=[CH:4][C:5]2[N:6]([CH:10]=[C:11]([CH2:12][C:13]([O:15][CH2:16][CH3:17])=[O:14])[N:8]=2)[CH:7]=1. (2) The reactants are Cl.CCOC(C)=O.C(OC([NH:15][CH:16]([C:21]([C:23]1[CH:28]=[CH:27][C:26]([O:29][CH3:30])=[CH:25][CH:24]=1)=[O:22])[C:17]([O:19][CH3:20])=[O:18])=O)(C)(C)C. The catalyst is CCOC(C)=O. The product is [NH2:15][CH:16]([C:21]([C:23]1[CH:24]=[CH:25][C:26]([O:29][CH3:30])=[CH:27][CH:28]=1)=[O:22])[C:17]([O:19][CH3:20])=[O:18]. The yield is 0.880. (3) The reactants are [Br:1][C:2]1[CH:3]=[CH:4][C:5]2[N:6]([C:16]([O:18][C:19]([CH3:22])([CH3:21])[CH3:20])=[O:17])[C:7]3[C:12]([C:13]=2[CH:14]=1)=[CH:11][C:10]([CH3:15])=[CH:9][CH:8]=3.[Br:23]N1C(=O)CCC1=O. The catalyst is C(Cl)(Cl)(Cl)Cl. The product is [Br:1][C:2]1[CH:3]=[CH:4][C:5]2[N:6]([C:16]([O:18][C:19]([CH3:22])([CH3:21])[CH3:20])=[O:17])[C:7]3[C:12]([C:13]=2[CH:14]=1)=[CH:11][C:10]([CH2:15][Br:23])=[CH:9][CH:8]=3. The yield is 0.690. (4) The catalyst is C(Cl)Cl. The product is [Br:1][C:2]1[CH:7]=[CH:6][C:5]([N+:8]([O-:10])=[O:9])=[C:4]([S:15][CH:13]([CH3:14])[CH3:12])[CH:3]=1. The yield is 0.320. The reactants are [Br:1][C:2]1[CH:7]=[CH:6][C:5]([N+:8]([O-:10])=[O:9])=[C:4](F)[CH:3]=1.[CH3:12][CH:13]([S-:15])[CH3:14].[Na+].O.C(#N)C. (5) The reactants are C([O:4][C:5]1[C:13]2[C:8](=[CH:9][CH:10]=[CH:11][CH:12]=2)[N:7]([C:14](=[O:16])[CH3:15])[C:6]=1[CH:17]=[C:18]([C:21]#[N:22])[C:19]#[N:20])(=O)C.CN[CH2:25][CH:26]([OH:29])[CH2:27][OH:28].[CH:30](O)(C)C. No catalyst specified. The product is [C:14]([N:7]1[C:8]2[C:13](=[CH:12][CH:11]=[CH:10][CH:9]=2)[C:5](=[O:4])[C:6]1=[CH:17][C:18]([C:19]#[N:20])=[C:21]1[N:22]([CH3:30])[CH2:25][CH:26]([CH2:27][OH:28])[O:29]1)(=[O:16])[CH3:15]. The yield is 0.867. (6) The reactants are [NH2:1][C:2]1[S:3][CH:4]=[CH:5][N:6]=1.[CH3:7][C:8]([O:11][C:12](O[C:12]([O:11][C:8]([CH3:10])([CH3:9])[CH3:7])=[O:13])=[O:13])([CH3:10])[CH3:9].CCN(CC)CC. The catalyst is C1COCC1.CN(C1C=CN=CC=1)C.C(Cl)Cl. The product is [S:3]1[CH:4]=[CH:5][N:6]=[C:2]1[NH:1][C:12](=[O:13])[O:11][C:8]([CH3:10])([CH3:9])[CH3:7]. The yield is 0.720. (7) The reactants are [C:1]([O:5][C:6]([NH:8][C@@H:9]([CH2:13][S:14][C:15]1[CH:20]=[CH:19][CH:18]=[CH:17][C:16]=1[N+:21]([O-])=O)[C:10]([OH:12])=[O:11])=[O:7])([CH3:4])([CH3:3])[CH3:2].[Cl-].[NH4+]. The catalyst is CO.[Zn]. The product is [NH2:21][C:16]1[CH:17]=[CH:18][CH:19]=[CH:20][C:15]=1[S:14][CH2:13][C@H:9]([NH:8][C:6]([O:5][C:1]([CH3:4])([CH3:3])[CH3:2])=[O:7])[C:10]([OH:12])=[O:11]. The yield is 0.960. (8) The reactants are [NH:1]([C:5]1[CH:9]=[CH:8][O:7][C:6]=1[C:10]([O:12]C)=O)[C:2]([NH2:4])=[O:3].[OH-].[Na+].Cl. No catalyst specified. The product is [N:1]1[C:5]2[CH:9]=[CH:8][O:7][C:6]=2[C:10]([OH:12])=[N:4][C:2]=1[OH:3]. The yield is 0.750. (9) The reactants are [Si:1]([O:8][CH:9]1[CH2:14][CH2:13][N:12]([C:15]([O:17][C:18]([CH3:21])([CH3:20])[CH3:19])=[O:16])[CH2:11][CH:10]1[C:22](OC)=[O:23])([C:4]([CH3:7])([CH3:6])[CH3:5])([CH3:3])[CH3:2].[Li+].[BH4-].C(O)(=O)CC(CC(O)=O)(C(O)=O)O. The catalyst is C1COCC1. The product is [Si:1]([O:8][CH:9]1[CH2:14][CH2:13][N:12]([C:15]([O:17][C:18]([CH3:21])([CH3:20])[CH3:19])=[O:16])[CH2:11][CH:10]1[CH2:22][OH:23])([C:4]([CH3:7])([CH3:6])[CH3:5])([CH3:3])[CH3:2]. The yield is 1.00. (10) The reactants are [CH3:1][O:2][C:3]1[CH:4]=[C:5]2[C:10](=[CH:11][C:12]=1[O:13][CH3:14])[N:9]=[C:8]([S:15][CH3:16])[CH:7]=[C:6]2[O:17][C:18]1[CH:23]=[CH:22][C:21]([NH2:24])=[CH:20][C:19]=1[F:25].[F:26][C:27]1[CH:32]=[CH:31][C:30]([NH:33][C:34]([C:36]2([C:39](O)=[O:40])[CH2:38][CH2:37]2)=[O:35])=[CH:29][CH:28]=1.CN(C(ON1N=NC2C=CC=NC1=2)=[N+](C)C)C.F[P-](F)(F)(F)(F)F.O. The catalyst is CN(C=O)C. The product is [CH3:1][O:2][C:3]1[CH:4]=[C:5]2[C:10](=[CH:11][C:12]=1[O:13][CH3:14])[N:9]=[C:8]([S:15][CH3:16])[CH:7]=[C:6]2[O:17][C:18]1[CH:23]=[CH:22][C:21]([NH:24][C:39]([C:36]2([C:34]([NH:33][C:30]3[CH:31]=[CH:32][C:27]([F:26])=[CH:28][CH:29]=3)=[O:35])[CH2:38][CH2:37]2)=[O:40])=[CH:20][C:19]=1[F:25]. The yield is 0.110.